Task: Regression. Given a peptide amino acid sequence and an MHC pseudo amino acid sequence, predict their binding affinity value. This is MHC class I binding data.. Dataset: Peptide-MHC class I binding affinity with 185,985 pairs from IEDB/IMGT (1) The peptide sequence is RRMATTFTF. The MHC is SLA-30401 with pseudo-sequence SLA-30401. The binding affinity (normalized) is 0.872. (2) The peptide sequence is DTAVYYCAR. The MHC is HLA-B27:05 with pseudo-sequence HLA-B27:05. The binding affinity (normalized) is 0. (3) The peptide sequence is KMIYDLNAV. The MHC is HLA-A02:03 with pseudo-sequence HLA-A02:03. The binding affinity (normalized) is 0.817. (4) The peptide sequence is RATSHVPEF. The MHC is HLA-C15:02 with pseudo-sequence HLA-C15:02. The binding affinity (normalized) is 0.297. (5) The peptide sequence is YECLYRNRDV. The MHC is HLA-B44:03 with pseudo-sequence HLA-B44:03. The binding affinity (normalized) is 0.146. (6) The MHC is HLA-A02:01 with pseudo-sequence HLA-A02:01. The peptide sequence is KTCPVQLWV. The binding affinity (normalized) is 0.391. (7) The peptide sequence is AEWDRVHPV. The MHC is HLA-B44:02 with pseudo-sequence HLA-B44:02. The binding affinity (normalized) is 0.723. (8) The peptide sequence is LTMKKKSWL. The MHC is HLA-A01:01 with pseudo-sequence HLA-A01:01. The binding affinity (normalized) is 0.142.